Task: Regression. Given a peptide amino acid sequence and an MHC pseudo amino acid sequence, predict their binding affinity value. This is MHC class I binding data.. Dataset: Peptide-MHC class I binding affinity with 185,985 pairs from IEDB/IMGT (1) The MHC is Patr-B0101 with pseudo-sequence Patr-B0101. The peptide sequence is EAALENLVI. The binding affinity (normalized) is 0.218. (2) The peptide sequence is RPSTRNFFEL. The MHC is HLA-B35:01 with pseudo-sequence HLA-B35:01. The binding affinity (normalized) is 0. (3) The peptide sequence is VPRDRNGTF. The MHC is HLA-A11:01 with pseudo-sequence HLA-A11:01. The binding affinity (normalized) is 0.0847. (4) The MHC is HLA-A02:06 with pseudo-sequence HLA-A02:06. The binding affinity (normalized) is 0. The peptide sequence is FLSLSLLVI. (5) The peptide sequence is MQFPGSVGF. The MHC is HLA-B27:20 with pseudo-sequence HLA-B27:20. The binding affinity (normalized) is 1.00. (6) The peptide sequence is GLMWLSYFV. The MHC is HLA-B58:01 with pseudo-sequence HLA-B58:01. The binding affinity (normalized) is 0.0847. (7) The peptide sequence is ADFKLFFRW. The MHC is HLA-A69:01 with pseudo-sequence HLA-A69:01. The binding affinity (normalized) is 0.0847.